The task is: Predict the reactants needed to synthesize the given product.. This data is from Full USPTO retrosynthesis dataset with 1.9M reactions from patents (1976-2016). Given the product [C:32]([NH:37][C:15](=[O:17])[CH:14]([O:13][C:9]1[CH:10]=[C:11]2[C:6](=[C:7]([CH3:21])[C:8]=1[F:20])[N:5]=[CH:4][C:3]([C:1]#[CH:2])=[CH:12]2)[S:18][CH3:19])([CH3:44])([CH3:33])[CH3:31], predict the reactants needed to synthesize it. The reactants are: [C:1]([C:3]1[CH:4]=[N:5][C:6]2[C:11]([CH:12]=1)=[CH:10][C:9]([O:13][CH:14]([S:18][CH3:19])[C:15]([OH:17])=O)=[C:8]([F:20])[C:7]=2[CH3:21])#[CH:2].CN(C(ON1N=[N:37][C:32]2[CH:33]=CC=C[C:31]1=2)=[N+](C)C)C.[B-](F)(F)(F)F.[CH3:44]CN(CC)CC.[NH4+].[Cl-].